Dataset: TCR-epitope binding with 47,182 pairs between 192 epitopes and 23,139 TCRs. Task: Binary Classification. Given a T-cell receptor sequence (or CDR3 region) and an epitope sequence, predict whether binding occurs between them. The epitope is LLLGIGILV. The TCR CDR3 sequence is CATRREVGYGYTF. Result: 1 (the TCR binds to the epitope).